This data is from Reaction yield outcomes from USPTO patents with 853,638 reactions. The task is: Predict the reaction yield, written as a fraction of the theoretical maximum amount of product (1.0 means a 100% yield; for example, 0.34 means a 34% yield). The reactants are [Na].CN([CH:5]=[C:6]1[C:11](=[O:12])[CH2:10][CH2:9][CH2:8][C:7]1=O)C.Cl.[CH3:15][NH:16][C:17]([NH2:19])=[NH:18]. The catalyst is C(O)C. The product is [CH3:15][NH:16][C:17]1[N:19]=[CH:5][C:6]2[C:11](=[O:12])[CH2:10][CH2:9][CH2:8][C:7]=2[N:18]=1. The yield is 0.570.